This data is from Full USPTO retrosynthesis dataset with 1.9M reactions from patents (1976-2016). The task is: Predict the reactants needed to synthesize the given product. (1) Given the product [F:23][C:3]1[CH:4]=[C:5]([C:6]([NH:8][CH2:9][C:10]([O:13][C:14]2[CH:19]=[CH:18][C:17]([F:20])=[CH:16][CH:15]=2)([CH3:12])[CH3:11])=[O:7])[CH:21]=[CH:22][C:2]=1[S:28]([Cl:31])(=[O:30])=[O:29], predict the reactants needed to synthesize it. The reactants are: N[C:2]1[CH:22]=[CH:21][C:5]([C:6]([NH:8][CH2:9][C:10]([O:13][C:14]2[CH:19]=[CH:18][C:17]([F:20])=[CH:16][CH:15]=2)([CH3:12])[CH3:11])=[O:7])=[CH:4][C:3]=1[F:23].N([O-])=O.[Na+].[S:28](=[O:30])=[O:29].[ClH:31]. (2) Given the product [Cl:9][C:10]1[CH:11]=[C:12]([C:13]2[O:14][N:8]=[C:4]([CH:3]([OH:6])[CH2:2][CH3:1])[N:5]=2)[CH:16]=[CH:17][CH:18]=1, predict the reactants needed to synthesize it. The reactants are: [CH3:1][CH2:2][CH:3]([OH:6])[C:4]#[N:5].O[NH2:8].[Cl:9][C:10]1[CH:11]=[C:12]([CH:16]=[CH:17][CH:18]=1)[C:13](Cl)=[O:14].C([O-])(O)=O.[Na+]. (3) The reactants are: Cl[CH2:2][C:3]1[CH:8]=[CH:7][C:6]([C:9]2[C:10]([NH:15][S:16]([C:19]3[CH:24]=[CH:23][CH:22]=[CH:21][C:20]=3[C:25]([F:28])([F:27])[F:26])(=[O:18])=[O:17])=[N:11][CH:12]=[CH:13][N:14]=2)=[CH:5][CH:4]=1.[Cl:29][C:30]1[CH:35]=[CH:34][C:33]([OH:36])=[CH:32][N:31]=1. Given the product [Cl:29][C:30]1[N:31]=[CH:32][C:33]([O:36][CH2:2][C:3]2[CH:8]=[CH:7][C:6]([C:9]3[C:10]([NH:15][S:16]([C:19]4[CH:24]=[CH:23][CH:22]=[CH:21][C:20]=4[C:25]([F:27])([F:26])[F:28])(=[O:17])=[O:18])=[N:11][CH:12]=[CH:13][N:14]=3)=[CH:5][CH:4]=2)=[CH:34][CH:35]=1, predict the reactants needed to synthesize it.